From a dataset of Peptide-MHC class II binding affinity with 134,281 pairs from IEDB. Regression. Given a peptide amino acid sequence and an MHC pseudo amino acid sequence, predict their binding affinity value. This is MHC class II binding data. (1) The peptide sequence is RDGVRRPQKRPSCIGCKGT. The MHC is DRB1_1101 with pseudo-sequence DRB1_1101. The binding affinity (normalized) is 0. (2) The peptide sequence is DKELYPLASLRSLFG. The MHC is HLA-DQA10102-DQB10602 with pseudo-sequence HLA-DQA10102-DQB10602. The binding affinity (normalized) is 0.292. (3) The peptide sequence is FHEMNNGGDAMYMAL. The MHC is DRB1_1101 with pseudo-sequence DRB1_1101. The binding affinity (normalized) is 0.106. (4) The peptide sequence is EGATPEAKYDAYVAT. The MHC is HLA-DPA10103-DPB10301 with pseudo-sequence HLA-DPA10103-DPB10301. The binding affinity (normalized) is 0.0417. (5) The peptide sequence is RVSTVQQLTKRFSLG. The MHC is DRB1_1101 with pseudo-sequence DRB1_1101. The binding affinity (normalized) is 0.827. (6) The peptide sequence is RVAYGKCDSAGRSRR. The MHC is DRB1_0801 with pseudo-sequence DRB1_0801. The binding affinity (normalized) is 0.163. (7) The peptide sequence is EWVAMTKGEGGVWTFDSEEP. The MHC is DRB1_0901 with pseudo-sequence DRB1_0901. The binding affinity (normalized) is 0.448.